Dataset: NCI-60 drug combinations with 297,098 pairs across 59 cell lines. Task: Regression. Given two drug SMILES strings and cell line genomic features, predict the synergy score measuring deviation from expected non-interaction effect. (1) Drug 2: CC1C(C(CC(O1)OC2CC(CC3=C2C(=C4C(=C3O)C(=O)C5=C(C4=O)C(=CC=C5)OC)O)(C(=O)CO)O)N)O.Cl. Synergy scores: CSS=42.7, Synergy_ZIP=3.26, Synergy_Bliss=1.01, Synergy_Loewe=-47.6, Synergy_HSA=0.649. Cell line: SF-268. Drug 1: C(CN)CNCCSP(=O)(O)O. (2) Drug 1: CCC1=CC2CC(C3=C(CN(C2)C1)C4=CC=CC=C4N3)(C5=C(C=C6C(=C5)C78CCN9C7C(C=CC9)(C(C(C8N6C)(C(=O)OC)O)OC(=O)C)CC)OC)C(=O)OC.C(C(C(=O)O)O)(C(=O)O)O. Drug 2: C1CN(CCN1C(=O)CCBr)C(=O)CCBr. Cell line: OVCAR-4. Synergy scores: CSS=19.6, Synergy_ZIP=-6.60, Synergy_Bliss=-0.537, Synergy_Loewe=-28.3, Synergy_HSA=-1.37. (3) Drug 1: CC12CCC3C(C1CCC2=O)CC(=C)C4=CC(=O)C=CC34C. Drug 2: C(=O)(N)NO. Cell line: CCRF-CEM. Synergy scores: CSS=75.7, Synergy_ZIP=-7.15, Synergy_Bliss=1.22, Synergy_Loewe=-1.34, Synergy_HSA=0.216. (4) Drug 1: CC1=C2C(C(=O)C3(C(CC4C(C3C(C(C2(C)C)(CC1OC(=O)C(C(C5=CC=CC=C5)NC(=O)OC(C)(C)C)O)O)OC(=O)C6=CC=CC=C6)(CO4)OC(=O)C)O)C)O. Drug 2: C1CN(CCN1C(=O)CCBr)C(=O)CCBr. Cell line: EKVX. Synergy scores: CSS=3.04, Synergy_ZIP=-2.01, Synergy_Bliss=0.182, Synergy_Loewe=-6.28, Synergy_HSA=-4.75.